The task is: Predict the reactants needed to synthesize the given product.. This data is from Full USPTO retrosynthesis dataset with 1.9M reactions from patents (1976-2016). (1) Given the product [Cl:1][C:2]1[C:7]([CH:8]2[CH2:9][CH2:10][N:11]([CH:36]3[CH2:37][CH2:38][C:35]3=[O:34])[CH2:12][CH2:13]2)=[CH:6][C:5]([C:14]#[N:15])=[CH:4][C:3]=1[NH:16][C:17]1[N:22]=[C:21]([NH:23][CH:24]2[CH2:25][CH2:26]2)[C:20]2=[N:27][CH:28]=[C:29]([C:30]#[N:31])[N:19]2[N:18]=1, predict the reactants needed to synthesize it. The reactants are: [Cl:1][C:2]1[C:7]([CH:8]2[CH2:13][CH2:12][NH:11][CH2:10][CH2:9]2)=[CH:6][C:5]([C:14]#[N:15])=[CH:4][C:3]=1[NH:16][C:17]1[N:22]=[C:21]([NH:23][CH:24]2[CH2:26][CH2:25]2)[C:20]2=[N:27][CH:28]=[C:29]([C:30]#[N:31])[N:19]2[N:18]=1.C[Si](C)(C)[O:34][C:35]1[CH2:38][CH2:37][C:36]=1O[Si](C)(C)C. (2) The reactants are: [Br:1][C:2]1[CH:3]=[C:4]([CH:9]([NH2:11])[CH3:10])[CH:5]=[C:6]([Cl:8])[CH:7]=1.[C:12](O[C:12]([O:14][C:15]([CH3:18])([CH3:17])[CH3:16])=[O:13])([O:14][C:15]([CH3:18])([CH3:17])[CH3:16])=[O:13].C(N(CC)CC)C. Given the product [Br:1][C:2]1[CH:3]=[C:4]([CH:9]([NH:11][C:12](=[O:13])[O:14][C:15]([CH3:18])([CH3:17])[CH3:16])[CH3:10])[CH:5]=[C:6]([Cl:8])[CH:7]=1, predict the reactants needed to synthesize it. (3) Given the product [F:1][C:2]1[CH:7]=[CH:6][C:5]([CH2:8][C:9]2[CH:18]=[C:17]3[C:12]([C:13]([OH:36])=[C:14]([C:31]([NH:37][CH2:38][CH2:39][CH2:40][OH:41])=[O:32])[C:15](=[O:30])[N:16]3[CH2:19][CH2:20][CH2:21][N:22]3[CH2:28][CH2:27][CH2:26][CH2:25][CH2:24][C:23]3=[O:29])=[N:11][CH:10]=2)=[CH:4][CH:3]=1, predict the reactants needed to synthesize it. The reactants are: [F:1][C:2]1[CH:7]=[CH:6][C:5]([CH2:8][C:9]2[CH:18]=[C:17]3[C:12]([C:13]([OH:36])=[C:14]([C:31](OCC)=[O:32])[C:15](=[O:30])[N:16]3[CH2:19][CH2:20][CH2:21][N:22]3[CH2:28][CH2:27][CH2:26][CH2:25][CH2:24][C:23]3=[O:29])=[N:11][CH:10]=2)=[CH:4][CH:3]=1.[NH2:37][CH2:38][CH2:39][CH2:40][OH:41]. (4) Given the product [CH3:1][C:2]1[C:14]2[C:5](=[N:6][C:7]3[C:12]([C:13]=2[C:15]([NH2:16])=[O:24])=[CH:11][CH:10]=[CH:9][CH:8]=3)[N:4]([C:17]2[CH:22]=[CH:21][CH:20]=[CH:19][N:18]=2)[N:3]=1, predict the reactants needed to synthesize it. The reactants are: [CH3:1][C:2]1[C:14]2[C:5](=[N:6][C:7]3[C:12]([C:13]=2[C:15]#[N:16])=[CH:11][CH:10]=[CH:9][CH:8]=3)[N:4]([C:17]2[CH:22]=[CH:21][CH:20]=[CH:19][N:18]=2)[N:3]=1.S(=O)(=O)(O)[OH:24].O.[OH-].[Na+]. (5) Given the product [ClH:16].[CH3:15][C:3]1([C:1]#[N:2])[CH2:7][CH2:6][NH:5][CH2:4]1, predict the reactants needed to synthesize it. The reactants are: [C:1]([C:3]1([CH3:15])[CH2:7][CH2:6][N:5](C(OC(C)(C)C)=O)[CH2:4]1)#[N:2].[ClH:16]. (6) Given the product [Br:1][C:2]1[C:7]2[N:8]=[C:9]([NH:15][CH2:16][CH2:17][N:18]3[CH2:22][CH2:21][CH2:20][CH2:19]3)[NH:10][C:6]=2[C:5]([Br:12])=[C:4]([Br:13])[C:3]=1[Br:14], predict the reactants needed to synthesize it. The reactants are: [Br:1][C:2]1[C:7]2[N:8]=[C:9](Br)[NH:10][C:6]=2[C:5]([Br:12])=[C:4]([Br:13])[C:3]=1[Br:14].[NH2:15][CH2:16][CH2:17][N:18]1[CH2:22][CH2:21][CH2:20][CH2:19]1. (7) The reactants are: [CH2:1]([O:3][C:4]([C:6]1[CH:7]=[N:8][N:9]([C:12]2[C:13]([Cl:19])=[N:14][CH:15]=[C:16](Br)[CH:17]=2)[C:10]=1[CH3:11])=[O:5])[CH3:2].[CH:20]1(B(O)O)[CH2:22][CH2:21]1.C(=O)([O-])[O-].[Na+].[Na+].[Cl-].[NH4+]. Given the product [CH2:1]([O:3][C:4]([C:6]1[CH:7]=[N:8][N:9]([C:12]2[C:13]([Cl:19])=[N:14][CH:15]=[C:16]([CH:20]3[CH2:22][CH2:21]3)[CH:17]=2)[C:10]=1[CH3:11])=[O:5])[CH3:2], predict the reactants needed to synthesize it.